Dataset: Forward reaction prediction with 1.9M reactions from USPTO patents (1976-2016). Task: Predict the product of the given reaction. (1) Given the reactants O=C1C2C(=CC=CC=2)C(=O)[N:3]1[O:12][CH2:13][CH2:14][NH:15][C:16](=[O:25])[O:17][CH2:18][C:19]1[CH:24]=[CH:23][CH:22]=[CH:21][CH:20]=1, predict the reaction product. The product is: [NH2:3][O:12][CH2:13][CH2:14][NH:15][C:16](=[O:25])[O:17][CH2:18][C:19]1[CH:24]=[CH:23][CH:22]=[CH:21][CH:20]=1. (2) Given the reactants [CH3:1][O:2][C:3]1[CH:4]=[C:5]2[C:10](=[CH:11][C:12]=1[O:13][CH3:14])[C:9]([CH2:15][CH2:16][CH3:17])=[N:8][C:7]([OH:18])=[CH:6]2.[OH-].[K+].Cl[CH2:22][C:23]1[CH:35]=[CH:34][C:26]2[O:27][C:28]3[CH:33]=[CH:32][CH:31]=[CH:30][C:29]=3[C:25]=2[CH:24]=1, predict the reaction product. The product is: [CH:24]1[C:25]2[C:29]3[CH:30]=[CH:31][CH:32]=[CH:33][C:28]=3[O:27][C:26]=2[CH:34]=[CH:35][C:23]=1[CH2:22][C:6]1[C:5]2[C:10](=[CH:11][C:12]([O:13][CH3:14])=[C:3]([O:2][CH3:1])[CH:4]=2)[C:9]([CH2:15][CH2:16][CH3:17])=[N:8][C:7]=1[OH:18]. (3) Given the reactants [CH3:1][C:2]1[N:3]=[C:4]([S:7](Cl)(=[O:9])=[O:8])[S:5][CH:6]=1.[OH:11][N:12]1[C:16]2[CH:17]=[CH:18][CH:19]=[CH:20][C:15]=2[N:14]=[N:13]1.C(N(CC)CC)C.C(OCC)(=O)C, predict the reaction product. The product is: [CH3:1][C:2]1[N:3]=[C:4]([S:7]([O:11][N:12]2[C:16]3[CH:17]=[CH:18][CH:19]=[CH:20][C:15]=3[N:14]=[N:13]2)(=[O:9])=[O:8])[S:5][CH:6]=1. (4) Given the reactants Cl[C:2]1[C:7]([Cl:8])=[CH:6][N:5]=[C:4]2[N:9]([S:18]([C:21]3[CH:27]=[CH:26][C:24]([CH3:25])=[CH:23][CH:22]=3)(=[O:20])=[O:19])[C:10]([C:12]3[CH:13]=[N:14][N:15]([CH3:17])[CH:16]=3)=[CH:11][C:3]=12.[CH3:28][N:29](C)C=O, predict the reaction product. The product is: [Cl:8][C:7]1[CH:6]=[N:5][C:4]2[N:9]([S:18]([C:21]3[CH:22]=[CH:23][C:24]([CH3:25])=[CH:26][CH:27]=3)(=[O:20])=[O:19])[C:10]([C:12]3[CH:13]=[N:14][N:15]([CH3:17])[CH:16]=3)=[CH:11][C:3]=2[C:2]=1[C:28]#[N:29]. (5) Given the reactants [C:1]([NH:18][NH:19][CH3:20])([O:3][CH2:4][CH:5]1[C:17]2[C:12](=[CH:13][CH:14]=[CH:15][CH:16]=2)[C:11]2[C:6]1=[CH:7][CH:8]=[CH:9][CH:10]=2)=[O:2].C([O-])([O-])=O.[Cs+].[Cs+].N[C@H:28]([C:40]([OH:42])=[O:41])CC1C=C2C(C=CC=C2)=CC=1.[C:43]1([CH3:49])[CH:48]=CC=C[CH:44]=1, predict the reaction product. The product is: [C:43]([O:42][C:40](=[O:41])[CH2:28][N:18]([C:1]([O:3][CH2:4][CH:5]1[C:17]2[C:12](=[CH:13][CH:14]=[CH:15][CH:16]=2)[C:11]2[C:6]1=[CH:7][CH:8]=[CH:9][CH:10]=2)=[O:2])[NH:19][CH3:20])([CH3:49])([CH3:48])[CH3:44]. (6) Given the reactants Cl[C:2]1[C:7]([C:8]2[CH:9]=[CH:10][C:11]3[N:12]([C:14]([C:17]#[N:18])=[CH:15][N:16]=3)[CH:13]=2)=[CH:6][CH:5]=[CH:4][N:3]=1.[Br-].[CH3:20][C:21]1[N:26]=[C:25]([Zn+])[CH:24]=[CH:23][CH:22]=1, predict the reaction product. The product is: [CH3:20][C:21]1[N:26]=[C:25]([C:2]2[C:7]([C:8]3[CH:9]=[CH:10][C:11]4[N:12]([C:14]([C:17]#[N:18])=[CH:15][N:16]=4)[CH:13]=3)=[CH:6][CH:5]=[CH:4][N:3]=2)[CH:24]=[CH:23][CH:22]=1. (7) The product is: [OH:9][CH:8]1[N:7]([C:10]2[CH:11]=[CH:12][C:13]([O:16][C:17]([F:18])([F:19])[F:20])=[CH:14][CH:15]=2)[C:6](=[O:21])[CH:5]2[CH2:22][C:2](=[CH2:1])[CH2:3][CH:4]12. Given the reactants [CH2:1]=[C:2]1[CH2:22][CH:5]2[C:6](=[O:21])[N:7]([C:10]3[CH:15]=[CH:14][C:13]([O:16][C:17]([F:20])([F:19])[F:18])=[CH:12][CH:11]=3)[C:8](=[O:9])[CH:4]2[CH2:3]1.[BH4-].[Na+].O, predict the reaction product. (8) Given the reactants [CH3:1][C:2]1[CH:3]=[C:4]([CH:18]=[CH:19][C:20]=1[CH3:21])[C:5]([C:7]1[C:16](=[O:17])[C:15]2[C:10](=[CH:11][CH:12]=[CH:13][CH:14]=2)[NH:9][CH:8]=1)=[O:6].[H-].[Na+].Cl.Cl[CH2:26][C:27]1[N:28]=[CH:29][S:30][CH:31]=1, predict the reaction product. The product is: [CH3:1][C:2]1[CH:3]=[C:4]([CH:18]=[CH:19][C:20]=1[CH3:21])[C:5]([C:7]1[C:16](=[O:17])[C:15]2[C:10](=[CH:11][CH:12]=[CH:13][CH:14]=2)[N:9]([CH2:26][C:27]2[N:28]=[CH:29][S:30][CH:31]=2)[CH:8]=1)=[O:6].